From a dataset of Full USPTO retrosynthesis dataset with 1.9M reactions from patents (1976-2016). Predict the reactants needed to synthesize the given product. (1) Given the product [Si:23]([O:22][CH:20]1[CH2:21][N:18]([C:16]([C:14]2[S:15][C:8]3[C:9](=[N:10][CH:11]=[CH:12][C:7]=3[O:6][C:5]3[CH:30]=[CH:31][C:2]([NH:1][C:44](=[O:45])[CH2:43][C:42]([NH:41][C:36]4[CH:37]=[CH:38][CH:39]=[CH:40][C:35]=4[O:34][CH3:33])=[O:47])=[CH:3][C:4]=3[F:32])[CH:13]=2)=[O:17])[CH2:19]1)([C:26]([CH3:27])([CH3:28])[CH3:29])([CH3:25])[CH3:24], predict the reactants needed to synthesize it. The reactants are: [NH2:1][C:2]1[CH:31]=[CH:30][C:5]([O:6][C:7]2[CH:12]=[CH:11][N:10]=[C:9]3[CH:13]=[C:14]([C:16]([N:18]4[CH2:21][CH:20]([O:22][Si:23]([C:26]([CH3:29])([CH3:28])[CH3:27])([CH3:25])[CH3:24])[CH2:19]4)=[O:17])[S:15][C:8]=23)=[C:4]([F:32])[CH:3]=1.[CH3:33][O:34][C:35]1[CH:40]=[CH:39][CH:38]=[CH:37][C:36]=1[NH:41][C:42](=[O:47])[CH2:43][C:44](O)=[O:45].C(Cl)CCl. (2) The reactants are: C([O:4][C@H:5]1[C@@H:9]([O:10]C(=O)C)[C@H:8]([N:14]2[CH:22]=[N:21][C:20]3[C:15]2=[N:16][C:17]([Cl:27])=[N:18][C:19]=3[NH:23][CH2:24][CH2:25][NH2:26])[O:7][C@@H:6]1[CH2:28][S:29][CH2:30][CH2:31][CH:32]([NH:37]C(OCC1C2C=CC=CC=2C2C1=CC=CC=2)=O)[C:33]([O:35]C)=[O:34])(=O)C.C(N(CC)CC)C.[C:62]([C:64]1[CH:72]=[CH:71][C:67]([C:68](Cl)=[O:69])=[CH:66][CH:65]=1)#[N:63].[OH-].[K+]. Given the product [NH2:37][CH:32]([CH2:31][CH2:30][S:29][CH2:28][C@@H:6]1[C@@H:5]([OH:4])[C@@H:9]([OH:10])[C@H:8]([N:14]2[CH:22]=[N:21][C:20]3[C:15]2=[N:16][C:17]([Cl:27])=[N:18][C:19]=3[NH:23][CH2:24][CH2:25][NH:26][C:68](=[O:69])[C:67]2[CH:71]=[CH:72][C:64]([C:62]#[N:63])=[CH:65][CH:66]=2)[O:7]1)[C:33]([OH:35])=[O:34], predict the reactants needed to synthesize it. (3) The reactants are: [O:1]1[C:5]2[CH:6]=[CH:7][C:8]([C:10]3[CH:22]=[CH:21][C:13]([C:14]([O:16]C(C)(C)C)=[O:15])=[C:12]([NH:23][C:24](=[O:33])[C:25]4[CH:30]=[CH:29][CH:28]=[C:27]([CH3:31])[C:26]=4[CH3:32])[CH:11]=3)=[CH:9][C:4]=2[O:3][CH2:2]1. Given the product [O:1]1[C:5]2[CH:6]=[CH:7][C:8]([C:10]3[CH:22]=[CH:21][C:13]([C:14]([OH:16])=[O:15])=[C:12]([NH:23][C:24](=[O:33])[C:25]4[CH:30]=[CH:29][CH:28]=[C:27]([CH3:31])[C:26]=4[CH3:32])[CH:11]=3)=[CH:9][C:4]=2[O:3][CH2:2]1, predict the reactants needed to synthesize it.